Dataset: Full USPTO retrosynthesis dataset with 1.9M reactions from patents (1976-2016). Task: Predict the reactants needed to synthesize the given product. (1) Given the product [CH3:1][C:2]([CH3:23])([CH3:24])[C:3]#[C:4][C:5]1[S:9][C:8]([C:10]([O:12][CH3:13])=[O:11])=[C:7]([N:14]([C:42]([C@H:32]2[CH2:33][CH2:34][C@H:26]([CH3:27])[CH2:30][CH2:31]2)=[O:43])[CH:15]([CH3:22])[CH2:16][N:17]2[CH:21]=[CH:20][CH:19]=[N:18]2)[CH:6]=1, predict the reactants needed to synthesize it. The reactants are: [CH3:1][C:2]([CH3:24])([CH3:23])[C:3]#[C:4][C:5]1[S:9][C:8]([C:10]([O:12][CH3:13])=[O:11])=[C:7]([NH:14][CH:15]([CH3:22])[CH2:16][N:17]2[CH:21]=[CH:20][CH:19]=[N:18]2)[CH:6]=1.Cl[CH2:26][CH2:27]Cl.N1[CH:34]=[CH:33][CH:32]=[CH:31][CH:30]=1.C(N(CC)CC)C.[CH3:42][OH:43]. (2) Given the product [CH3:39][O:40][C:41](=[O:48])/[C:42](/[C:2]1[CH:7]=[CH:6][C:5]([O:8][CH3:9])=[CH:4][CH:3]=1)=[CH:43]/[C:44]([O:46][CH3:47])=[O:45], predict the reactants needed to synthesize it. The reactants are: I[C:2]1[CH:7]=[CH:6][C:5]([O:8][CH3:9])=[CH:4][CH:3]=1.C(N(CC)CC)C.C1(C)C=CC=CC=1P(C1C=CC=CC=1C)C1C=CC=CC=1C.[CH3:39][O:40][C:41](=[O:48])/[CH:42]=[CH:43]/[C:44]([O:46][CH3:47])=[O:45]. (3) Given the product [NH2:21][C:20]1[CH:22]=[CH:23][C:17]([C:2]2[N:7]=[C:6]([NH2:8])[N:5]=[C:4]([NH:9][CH3:10])[CH:3]=2)=[CH:18][CH:19]=1, predict the reactants needed to synthesize it. The reactants are: Cl[C:2]1[N:7]=[C:6]([NH2:8])[N:5]=[C:4]([NH:9][CH3:10])[CH:3]=1.CC1(C)OB([C:17]2[CH:23]=[CH:22][C:20]([NH2:21])=[CH:19][CH:18]=2)OC1(C)C.C(=O)([O-])[O-].[Na+].[Na+].O1CCOCC1.